Dataset: Peptide-MHC class I binding affinity with 185,985 pairs from IEDB/IMGT. Task: Regression. Given a peptide amino acid sequence and an MHC pseudo amino acid sequence, predict their binding affinity value. This is MHC class I binding data. (1) The peptide sequence is QLLMPLKAPK. The MHC is HLA-A31:01 with pseudo-sequence HLA-A31:01. The binding affinity (normalized) is 0.548. (2) The binding affinity (normalized) is 0.160. The MHC is Mamu-A2601 with pseudo-sequence Mamu-A2601. The peptide sequence is FVLGFLGFL. (3) The peptide sequence is LLARFGLEK. The MHC is HLA-A11:01 with pseudo-sequence HLA-A11:01. The binding affinity (normalized) is 0.780. (4) The peptide sequence is FIRDCSVAL. The MHC is HLA-A02:11 with pseudo-sequence HLA-A02:11. The binding affinity (normalized) is 0.756. (5) The peptide sequence is NPIPVGNIY. The MHC is Mamu-A2201 with pseudo-sequence Mamu-A2201. The binding affinity (normalized) is 1.00. (6) The peptide sequence is LDDPRLEKL. The MHC is Mamu-B8701 with pseudo-sequence Mamu-B8701. The binding affinity (normalized) is 0.489. (7) The peptide sequence is VFLPNTHNL. The MHC is HLA-A30:01 with pseudo-sequence HLA-A30:01. The binding affinity (normalized) is 0.225.